This data is from Full USPTO retrosynthesis dataset with 1.9M reactions from patents (1976-2016). The task is: Predict the reactants needed to synthesize the given product. Given the product [C:1]([O:5][C:6](=[O:13])[CH:7]([CH2:11][Br:12])[CH2:8][C:10]1[CH:22]=[CH:21][CH:20]=[CH:16][CH:15]=1)([CH3:2])([CH3:3])[CH3:4], predict the reactants needed to synthesize it. The reactants are: [C:1]([O:5][C:6](=[O:13])[CH:7]([CH2:11][Br:12])[CH:8]([CH3:10])C)([CH3:4])([CH3:3])[CH3:2].Br[CH2:15][CH:16]([CH2:20][C:21]1C=CC=C[CH:22]=1)C(O)=O.